This data is from Blood-brain barrier penetration binary classification data from Martins et al.. The task is: Regression/Classification. Given a drug SMILES string, predict its absorption, distribution, metabolism, or excretion properties. Task type varies by dataset: regression for continuous measurements (e.g., permeability, clearance, half-life) or binary classification for categorical outcomes (e.g., BBB penetration, CYP inhibition). Dataset: bbb_martins. The compound is CN1CCC(=C2c3ccccc3Oc3ccc(Cl)cc32)CC1. The result is 1 (penetrates BBB).